This data is from Full USPTO retrosynthesis dataset with 1.9M reactions from patents (1976-2016). The task is: Predict the reactants needed to synthesize the given product. (1) The reactants are: Br[C:2]1[C:6]2[CH2:7][N:8]([C:11](=[O:13])[CH3:12])[CH2:9][CH2:10][C:5]=2[N:4]([C@H:14]2[CH2:18][CH2:17][O:16][CH2:15]2)[N:3]=1.[NH:19]1[C:28]2[C:23](=[CH:24][CH:25]=[CH:26][CH:27]=2)[CH2:22][CH2:21][CH2:20]1.C(O[Na])(C)(C)C.COC(C)(C)C.C1(P(C2CCCCC2)C2C=CC=CC=2C2C(OC(C)C)=CC=CC=2OC(C)C)CCCCC1. Given the product [N:19]1([C:2]2[C:6]3[CH2:7][N:8]([C:11](=[O:13])[CH3:12])[CH2:9][CH2:10][C:5]=3[N:4]([C@H:14]3[CH2:18][CH2:17][O:16][CH2:15]3)[N:3]=2)[C:28]2[C:23](=[CH:24][CH:25]=[CH:26][CH:27]=2)[CH2:22][CH2:21][CH2:20]1, predict the reactants needed to synthesize it. (2) The reactants are: C[O:2][C:3](=[O:12])[C:4]1[CH:9]=[C:8]([OH:10])[CH:7]=[C:6]([Cl:11])[CH:5]=1.O[CH2:14][C:15]1[CH:20]=[CH:19][N:18]=[CH:17][CH:16]=1.C1(P(C2C=CC=CC=2)C2C=CC=CC=2)C=CC=CC=1.CCOC(/N=N/C(OCC)=O)=O. Given the product [Cl:11][C:6]1[CH:5]=[C:4]([CH:9]=[C:8]([O:10][CH2:14][C:15]2[CH:20]=[CH:19][N:18]=[CH:17][CH:16]=2)[CH:7]=1)[C:3]([OH:2])=[O:12], predict the reactants needed to synthesize it. (3) Given the product [F:8][C:4]1[CH:5]=[CH:6][CH:7]=[C:2]([F:1])[C:3]=1[C:9]1[S:10][CH:11]=[C:12]([C:14]([OH:16])=[O:15])[N:13]=1, predict the reactants needed to synthesize it. The reactants are: [F:1][C:2]1[CH:7]=[CH:6][CH:5]=[C:4]([F:8])[C:3]=1[C:9]1[S:10][CH:11]=[C:12]([C:14]([O:16]CC)=[O:15])[N:13]=1.[Li+].[OH-].Cl. (4) Given the product [Br:25][C:18]1[CH:17]=[C:16]([C:13]([CH3:15])([CH3:14])[CH2:12][C:11]([C:26]([F:29])([F:27])[F:28])([OH:30])[CH2:10][OH:9])[C:24]2[O:23][CH2:22][CH2:21][C:20]=2[CH:19]=1, predict the reactants needed to synthesize it. The reactants are: [H-].[Al+3].[Li+].[H-].[H-].[H-].C([O:9][C:10](=O)[C:11]([OH:30])([C:26]([F:29])([F:28])[F:27])[CH2:12][C:13]([C:16]1[C:24]2[O:23][CH2:22][CH2:21][C:20]=2[CH:19]=[C:18]([Br:25])[CH:17]=1)([CH3:15])[CH3:14])C. (5) Given the product [CH3:1][C:2]1[C:6]([C:12]2[CH:24]=[N:23][C:22]3[C:21]4[C:20]([F:25])=[CH:19][C:18]([C:26]([O:28][CH3:29])=[O:27])=[CH:17][C:16]=4[NH:15][C:14]=3[CH:13]=2)=[C:5]([CH3:10])[O:4][N:3]=1, predict the reactants needed to synthesize it. The reactants are: [CH3:1][C:2]1[C:6](B(O)O)=[C:5]([CH3:10])[O:4][N:3]=1.Br[C:12]1[CH:24]=[N:23][C:22]2[C:21]3[C:20]([F:25])=[CH:19][C:18]([C:26]([O:28][CH3:29])=[O:27])=[CH:17][C:16]=3[NH:15][C:14]=2[CH:13]=1.P([O-])([O-])([O-])=O.[K+].[K+].[K+]. (6) Given the product [Cl:25][C:26]1[CH:31]=[CH:30][C:29]([CH:32]([CH:34]2[CH2:36][CH2:35]2)[C:37]2[C:45]3[C:40](=[C:41]([CH2:46][S:47]([CH3:50])(=[O:49])=[O:48])[C:42]([F:18])=[CH:43][CH:44]=3)[NH:39][CH:38]=2)=[CH:28][CH:27]=1, predict the reactants needed to synthesize it. The reactants are: ClC1C=CC(C(C2CC2)C2C3C(=C(CSC)C([F:18])=CC=3)NC=2)=CC=1.[Cl:25][C:26]1[CH:31]=[CH:30][C:29]([C:32]([C:37]2[C:45]3[C:40](=[C:41]([CH2:46][S:47]([CH3:50])(=[O:49])=[O:48])[CH:42]=[CH:43][CH:44]=3)[NH:39][CH:38]=2)([CH:34]2[CH2:36][CH2:35]2)C)=[CH:28][CH:27]=1. (7) Given the product [C:1]([C:3]([CH3:4])([CH3:5])[C:6]1[CH:7]=[C:8]([CH:31]=[CH:32][CH:33]=1)[C:9]([NH:11][C:12]1[CH:17]=[CH:16][C:15]([CH3:18])=[C:14]([N:19]2[C:28](=[O:29])[C:27]3[C:22](=[C:23]([O:30][CH2:36][CH2:35][N:37]([CH2:41][CH3:42])[CH2:38][CH3:39])[CH:24]=[CH:25][CH:26]=3)[N:21]=[CH:20]2)[CH:13]=1)=[O:10])#[N:2], predict the reactants needed to synthesize it. The reactants are: [C:1]([C:3]([C:6]1[CH:7]=[C:8]([CH:31]=[CH:32][CH:33]=1)[C:9]([NH:11][C:12]1[CH:17]=[CH:16][C:15]([CH3:18])=[C:14]([N:19]2[C:28](=[O:29])[C:27]3[C:22](=[C:23]([OH:30])[CH:24]=[CH:25][CH:26]=3)[N:21]=[CH:20]2)[CH:13]=1)=[O:10])([CH3:5])[CH3:4])#[N:2].Cl.[CH2:35]([N:37]([CH2:41][CH3:42])[CH2:38][CH2:39]Cl)[CH3:36].C(=O)([O-])[O-].[K+].[K+].[I-].[Na+]. (8) Given the product [Cl:1][C:2]1[C:3]([N:8]([C:38]([C:35]2[CH:34]=[CH:33][C:32]([N:29]3[C:26]4=[N:27][CH:28]=[C:23]([CH3:22])[CH:24]=[C:25]4[N:31]=[N:30]3)=[CH:37][N:36]=2)=[O:39])[C@@H:9]2[CH2:14][CH2:13][CH2:12][N:11]([C:15]([O:17][C:18]([CH3:21])([CH3:20])[CH3:19])=[O:16])[CH2:10]2)=[N:4][CH:5]=[CH:6][CH:7]=1, predict the reactants needed to synthesize it. The reactants are: [Cl:1][C:2]1[C:3]([NH:8][C@@H:9]2[CH2:14][CH2:13][CH2:12][N:11]([C:15]([O:17][C:18]([CH3:21])([CH3:20])[CH3:19])=[O:16])[CH2:10]2)=[N:4][CH:5]=[CH:6][CH:7]=1.[CH3:22][C:23]1[CH:24]=[C:25]2[N:31]=[N:30][N:29]([C:32]3[CH:33]=[CH:34][C:35]([C:38](O)=[O:39])=[N:36][CH:37]=3)[C:26]2=[N:27][CH:28]=1.